The task is: Binary Classification. Given a drug SMILES string, predict its activity (active/inactive) in a high-throughput screening assay against a specified biological target.. This data is from Cav3 T-type calcium channel HTS with 100,875 compounds. (1) The compound is S(Cc1c2c(c(F)cc1)cccc2)c1n(C)cnn1. The result is 0 (inactive). (2) The compound is S1c2c(C(N3CCN(CC3)C)=Cc3c1cccc3)cc(F)c(F)c2. The result is 0 (inactive). (3) The drug is O1CCN(CCn2nnnc2CN(Cc2cc3c([nH]c2=O)ccc(c3)C)Cc2cccnc2)CC1. The result is 0 (inactive). (4) The compound is O=C/1N(C2CCCCC2)C(=O)NC(=O)C1=C(\NCc1cccnc1)CC. The result is 0 (inactive). (5) The drug is S(c1n(c(nn1)c1c(occ1)C)c1ccc(OCC)cc1)CC(OCC)=O. The result is 0 (inactive). (6) The drug is O=C1C(N2CCN(CC2)c2c(c(ccc2)C)C)=C(N2CCN(CC2)C(OCC)=O)C1=O. The result is 0 (inactive). (7) The compound is O=c1n(c(nc2c1cccc2)CC)c1ccc(OCC)cc1. The result is 0 (inactive).